Dataset: Full USPTO retrosynthesis dataset with 1.9M reactions from patents (1976-2016). Task: Predict the reactants needed to synthesize the given product. (1) Given the product [I:11][C:10]1[CH:9]=[CH:8][C:4]([C:5]([O:7][CH3:12])=[O:6])=[CH:3][C:2]=1[O:23][CH3:24], predict the reactants needed to synthesize it. The reactants are: O[C:2]1[CH:3]=[C:4]([CH:8]=[CH:9][C:10]=1[I:11])[C:5]([OH:7])=[O:6].[C:12](=O)([O-])[O-].[K+].[K+].S([O:23][CH3:24])(OC)(=O)=O. (2) Given the product [OH:46][C:45]([CH2:47][CH2:48][CH2:49][CH2:50][C@H:51]1[C@@H:52]2[C@@H:53]([NH:56][C:57]([NH:59]2)=[O:58])[CH2:54][S:55]1)=[O:44].[CH3:1][C:2]1[CH:7]=[CH:6][C:5]([NH:8][C:9]([C:11]2[CH:12]=[CH:13][C:14]([CH2:17][N:18]3[CH2:23][CH2:22][N:21]([CH3:37])[CH2:20][CH2:19]3)=[CH:15][CH:16]=2)=[O:10])=[CH:4][C:3]=1[NH:24][C:25]1[N:26]=[CH:27][CH:28]=[C:29]([C:31]2[CH:36]=[CH:35][CH:34]=[N:33][CH:32]=2)[N:30]=1, predict the reactants needed to synthesize it. The reactants are: [CH3:1][C:2]1[CH:7]=[CH:6][C:5]([NH:8][C:9]([C:11]2[CH:16]=[CH:15][C:14]([CH2:17][N:18]3[CH2:23][CH2:22][NH:21][CH2:20][CH2:19]3)=[CH:13][CH:12]=2)=[O:10])=[CH:4][C:3]=1[NH:24][C:25]1[N:30]=[C:29]([C:31]2[CH:36]=[CH:35][CH:34]=[N:33][CH:32]=2)[CH:28]=[CH:27][N:26]=1.[CH2:37]1C(=O)N([O:44][C:45]([CH2:47][CH2:48][CH2:49][CH2:50][C@@H:51]2[S:55][CH2:54][C@@H:53]3[NH:56][C:57]([NH:59][C@H:52]23)=[O:58])=[O:46])C(=O)C1.N1(CCNC(=O)OC(C)(C)C)CCNCC1.CC1C(NC2N=C(C3C=NC=CC=3)C=CN=2)=CC(N)=CC=1. (3) The reactants are: C(=O)([O-])[O-].[K+].[K+].Cl[C:8]1[C:13]([Cl:14])=[CH:12][CH:11]=[CH:10][C:9]=1[S:15][C:16]1[C:21]([N+:22]([O-:24])=[O:23])=[CH:20][CH:19]=[CH:18][C:17]=1[OH:25].Cl. Given the product [Cl:14][C:13]1[CH:12]=[CH:11][CH:10]=[C:9]2[C:8]=1[O:25][C:17]1[CH:18]=[CH:19][CH:20]=[C:21]([N+:22]([O-:24])=[O:23])[C:16]=1[S:15]2, predict the reactants needed to synthesize it. (4) Given the product [NH2:1][C:2]1[C:3]([F:36])=[C:4]([C:9]2[N:10]=[C:11]([CH:33]3[CH2:35][CH2:34]3)[NH:12][C:13]=2[C:14]2[CH:19]=[CH:18][N:17]=[C:16]([NH:20][CH2:21][CH2:22][C:23]#[N:24])[N:15]=2)[CH:5]=[C:6]([Cl:8])[CH:7]=1, predict the reactants needed to synthesize it. The reactants are: [NH2:1][C:2]1[C:3]([F:36])=[C:4]([C:9]2[N:10]=[C:11]([CH:33]3[CH2:35][CH2:34]3)[N:12](COCC[Si](C)(C)C)[C:13]=2[C:14]2[CH:19]=[CH:18][N:17]=[C:16]([NH:20][CH2:21][CH2:22][C:23]#[N:24])[N:15]=2)[CH:5]=[C:6]([Cl:8])[CH:7]=1.Cl. (5) Given the product [F:11][C:8]1[CH:9]=[CH:10][C:5]([C:1]#[N:2])=[C:6]([N:12]2[CH:16]=[CH:15][CH:14]=[N:13]2)[CH:7]=1, predict the reactants needed to synthesize it. The reactants are: [C:1]([Cu])#[N:2].Br[C:5]1[CH:10]=[CH:9][C:8]([F:11])=[CH:7][C:6]=1[N:12]1[CH:16]=[CH:15][CH:14]=[N:13]1. (6) Given the product [C:1]([O:5][C:6]([N:8]1[CH2:13][CH2:12][CH:11]([S:15][C:16]2[CH:21]=[CH:20][N:19]=[CH:18][CH:17]=2)[CH2:10][CH2:9]1)=[O:7])([CH3:4])([CH3:3])[CH3:2], predict the reactants needed to synthesize it. The reactants are: [C:1]([O:5][C:6]([N:8]1[CH2:13][CH2:12][CH:11](O)[CH2:10][CH2:9]1)=[O:7])([CH3:4])([CH3:3])[CH3:2].[SH:15][C:16]1[CH:21]=[CH:20][N:19]=[CH:18][CH:17]=1. (7) Given the product [C:1]([O:4][CH2:5][CH:6]([CH3:8])[CH3:7])(=[O:3])[CH3:2].[OH2:3], predict the reactants needed to synthesize it. The reactants are: [C:1]([O:4][CH2:5][CH:6]([CH3:8])[CH3:7])(=[O:3])[CH3:2].